From a dataset of Forward reaction prediction with 1.9M reactions from USPTO patents (1976-2016). Predict the product of the given reaction. (1) Given the reactants [C:12](OC(OC(O[C:12]([CH3:15])([CH3:14])[CH3:13])=O)=O)([CH3:15])([CH3:14])[CH3:13].[CH3:16][NH:17][CH2:18][CH2:19][OH:20].C1C[O:24][CH2:23]C1, predict the reaction product. The product is: [CH3:16][N:17]([CH2:18][CH2:19][OH:20])[C:23]([C:12]([CH3:13])([CH3:14])[CH3:15])=[O:24]. (2) Given the reactants Br[CH2:2][CH2:3][OH:4].Cl.[F:6][CH2:7][C@@H:8]1[CH2:12][CH2:11][NH:10][CH2:9]1.C([O-])([O-])=O.[K+].[K+], predict the reaction product. The product is: [F:6][CH2:7][C@@H:8]1[CH2:12][CH2:11][N:10]([CH2:2][CH2:3][OH:4])[CH2:9]1. (3) Given the reactants [C:1]([N:8]1[CH2:14][CH2:13][CH2:12][C@@H:9]1[CH:10]=O)([O:3][C:4]([CH3:7])([CH3:6])[CH3:5])=[O:2].C[Si](C)(C)[N-][Si](C)(C)C.[Li+].C(Cl)Cl.[CH:28]1C=C2C(C(O)(O)C(=O)C2=C[CH:29]=1)=O, predict the reaction product. The product is: [C:4]([O:3][C:1]([N:8]1[CH2:14][CH2:13][CH2:12][C@@H:9]1/[CH:10]=[CH:28]\[CH3:29])=[O:2])([CH3:7])([CH3:6])[CH3:5].